The task is: Predict the product of the given reaction.. This data is from Forward reaction prediction with 1.9M reactions from USPTO patents (1976-2016). (1) Given the reactants [F:1][C:2]([F:34])([F:33])[S:3]([NH:6][C:7]1[CH:12]=[CH:11][C:10]([O:13][C:14]2[C:23]3[C:18](=[CH:19][C:20]([O:24]C)=[CH:21][CH:22]=3)[CH:17]=[C:16]([CH3:26])[C:15]=2[C:27]2[CH:32]=[CH:31][CH:30]=[CH:29][CH:28]=2)=[CH:9][CH:8]=1)(=[O:5])=[O:4].B(Br)(Br)Br, predict the reaction product. The product is: [F:33][C:2]([F:1])([F:34])[S:3]([NH:6][C:7]1[CH:12]=[CH:11][C:10]([O:13][C:14]2[C:23]3[C:18](=[CH:19][C:20]([OH:24])=[CH:21][CH:22]=3)[CH:17]=[C:16]([CH3:26])[C:15]=2[C:27]2[CH:32]=[CH:31][CH:30]=[CH:29][CH:28]=2)=[CH:9][CH:8]=1)(=[O:4])=[O:5]. (2) The product is: [CH3:1][C:2]1([CH3:17])[CH2:10][C:5](=[O:6])[C:4]([C:11]2[N:15]([CH3:16])[N:14]=[CH:13][CH:12]=2)=[CH:3]1. Given the reactants [CH3:1][C:2]1([CH3:17])[CH2:10][C:5]2(OCC[O:6]2)[C:4]([C:11]2[N:15]([CH3:16])[N:14]=[CH:13][CH:12]=2)=[CH:3]1.Cl, predict the reaction product.